From a dataset of NCI-60 drug combinations with 297,098 pairs across 59 cell lines. Regression. Given two drug SMILES strings and cell line genomic features, predict the synergy score measuring deviation from expected non-interaction effect. (1) Drug 1: CC12CCC3C(C1CCC2O)C(CC4=C3C=CC(=C4)O)CCCCCCCCCS(=O)CCCC(C(F)(F)F)(F)F. Drug 2: CC1C(C(CC(O1)OC2CC(CC3=C2C(=C4C(=C3O)C(=O)C5=C(C4=O)C(=CC=C5)OC)O)(C(=O)CO)O)N)O.Cl. Cell line: RXF 393. Synergy scores: CSS=33.3, Synergy_ZIP=-4.56, Synergy_Bliss=-8.16, Synergy_Loewe=-7.97, Synergy_HSA=-6.51. (2) Drug 1: CC1C(C(CC(O1)OC2CC(CC3=C2C(=C4C(=C3O)C(=O)C5=C(C4=O)C(=CC=C5)OC)O)(C(=O)CO)O)N)O.Cl. Drug 2: CCCCC(=O)OCC(=O)C1(CC(C2=C(C1)C(=C3C(=C2O)C(=O)C4=C(C3=O)C=CC=C4OC)O)OC5CC(C(C(O5)C)O)NC(=O)C(F)(F)F)O. Cell line: DU-145. Synergy scores: CSS=38.4, Synergy_ZIP=-1.06, Synergy_Bliss=-3.20, Synergy_Loewe=-6.82, Synergy_HSA=-2.58. (3) Drug 1: C1=CN(C(=O)N=C1N)C2C(C(C(O2)CO)O)O.Cl. Drug 2: COC1=C2C(=CC3=C1OC=C3)C=CC(=O)O2. Cell line: SK-OV-3. Synergy scores: CSS=15.5, Synergy_ZIP=-3.34, Synergy_Bliss=2.60, Synergy_Loewe=-9.78, Synergy_HSA=1.55. (4) Drug 1: CCC1=CC2CC(C3=C(CN(C2)C1)C4=CC=CC=C4N3)(C5=C(C=C6C(=C5)C78CCN9C7C(C=CC9)(C(C(C8N6C)(C(=O)OC)O)OC(=O)C)CC)OC)C(=O)OC.C(C(C(=O)O)O)(C(=O)O)O. Drug 2: CNC(=O)C1=NC=CC(=C1)OC2=CC=C(C=C2)NC(=O)NC3=CC(=C(C=C3)Cl)C(F)(F)F. Cell line: DU-145. Synergy scores: CSS=55.3, Synergy_ZIP=-0.835, Synergy_Bliss=-1.54, Synergy_Loewe=-5.67, Synergy_HSA=0.181. (5) Drug 1: C1C(C(OC1N2C=NC3=C(N=C(N=C32)Cl)N)CO)O. Drug 2: CN1C(=O)N2C=NC(=C2N=N1)C(=O)N. Cell line: ACHN. Synergy scores: CSS=34.3, Synergy_ZIP=-2.19, Synergy_Bliss=-0.115, Synergy_Loewe=-29.9, Synergy_HSA=-1.18. (6) Drug 1: CC1=C2C(C(=O)C3(C(CC4C(C3C(C(C2(C)C)(CC1OC(=O)C(C(C5=CC=CC=C5)NC(=O)OC(C)(C)C)O)O)OC(=O)C6=CC=CC=C6)(CO4)OC(=O)C)OC)C)OC. Drug 2: COC1=CC(=CC(=C1O)OC)C2C3C(COC3=O)C(C4=CC5=C(C=C24)OCO5)OC6C(C(C7C(O6)COC(O7)C8=CC=CS8)O)O. Cell line: MOLT-4. Synergy scores: CSS=94.2, Synergy_ZIP=4.28, Synergy_Bliss=4.10, Synergy_Loewe=3.45, Synergy_HSA=6.28. (7) Cell line: CCRF-CEM. Drug 1: C1CC(=O)NC(=O)C1N2CC3=C(C2=O)C=CC=C3N. Synergy scores: CSS=34.9, Synergy_ZIP=2.22, Synergy_Bliss=3.94, Synergy_Loewe=-31.7, Synergy_HSA=7.25. Drug 2: CC1C(C(CC(O1)OC2CC(CC3=C2C(=C4C(=C3O)C(=O)C5=C(C4=O)C(=CC=C5)OC)O)(C(=O)C)O)N)O.Cl.